This data is from Reaction yield outcomes from USPTO patents with 853,638 reactions. The task is: Predict the reaction yield, written as a fraction of the theoretical maximum amount of product (1.0 means a 100% yield; for example, 0.34 means a 34% yield). (1) The reactants are [CH3:1][O:2][C:3]1[CH:4]=[CH:5][C:6]([N+:14]([O-])=O)=[C:7]([CH:9]2[O:13][CH2:12][CH2:11][O:10]2)[CH:8]=1.C(OCC)(=O)C. The catalyst is [Pt](=O)=O.O.O.O.C([O-])(=O)C.[Na+]. The product is [O:10]1[CH2:11][CH2:12][O:13][CH:9]1[C:7]1[CH:8]=[C:3]([O:2][CH3:1])[CH:4]=[CH:5][C:6]=1[NH2:14]. The yield is 1.00. (2) The catalyst is CN(C=O)C. The yield is 0.0200. The reactants are [CH:1]1([C:4]2[N:8](C(OC(C)(C)C)=O)[N:7]=[C:6]([NH:16][C:17]3[C:22](I)=[CH:21][N:20]=[C:19]([C:24]4[CH:29]=[CH:28][CH:27]=[CH:26][CH:25]=4)[N:18]=3)[CH:5]=2)[CH2:3][CH2:2]1.[CH3:30][O:31][CH2:32]/[CH:33]=[CH:34]/B1OC(C)(C)C(C)(C)O1.C([O-])([O-])=O.[K+].[K+]. The product is [CH:1]1([C:4]2[NH:8][N:7]=[C:6]([NH:16][C:17]3[C:22](/[CH:34]=[CH:33]/[CH2:32][O:31][CH3:30])=[CH:21][N:20]=[C:19]([C:24]4[CH:29]=[CH:28][CH:27]=[CH:26][CH:25]=4)[N:18]=3)[CH:5]=2)[CH2:2][CH2:3]1.